From a dataset of Forward reaction prediction with 1.9M reactions from USPTO patents (1976-2016). Predict the product of the given reaction. (1) Given the reactants CCCCC1N([CH2:10][C:11]2[CH:16]=[CH:15][C:14](C3C(C4[N-]N=NN=4)=CC=CC=3)=[CH:13][CH:12]=2)C(CO)=C(Cl)N=1.[K+].C1C[C@H](CC(O)=O)N(C(/C=C/C2C(C3C=CC=CC=3)=N[N:52]3[C:47]=2[CH:48]=[CH:49][CH:50]=[CH:51]3)=O)CC1.C(O)(=O)CC[C@H](NC(C1C=CC(NCC2N=C3C(N=C(NC3=O)N)=NC=2)=CC=1)=O)C(O)=O.CC(OC(CNC([C@@H](NC(CC[C@H](N)C(O)=O)=O)CS)=O)=O)C.C1C(C(N[C@H](C([O-])=O)CCC([O-])=O)=O)=CC=C(NCC2N(C=O)C3C(O)=NC(N)=NC=3NC2)C=1.[Ca+2].C1C=C(O)C(C=O)=C(O[CH2:158][C:159]2[CH:160]=[CH:161][C:162]([C:165](O)=O)=[CH:163][CH:164]=2)C=1.C1C=[C:173](O)[C:174](C=O)=[C:175]([O:177]CCCCC(O)=O)[CH:176]=1, predict the reaction product. The product is: [CH3:10][C@@:11]12[C@H:16]3[CH2:161][CH2:160][C@:159]4([CH3:158])[C:164]([C:50]5[CH:49]=[CH:48][CH:47]=[N:52][CH:51]=5)=[CH:163][CH2:162][C@H:165]4[C@@H:15]3[CH2:14][CH:13]=[C:12]1[CH2:176][C@@H:175]([OH:177])[CH2:174][CH2:173]2. (2) The product is: [F:37][C:32]1[CH:33]=[CH:34][CH:35]=[CH:36][C:31]=1[C:13]1[N:14]([S:16]([C:19]2[CH:20]=[CH:21][C:22]([O:23][CH2:24][C:25]([NH:39][CH3:38])=[O:27])=[CH:29][CH:30]=2)(=[O:17])=[O:18])[CH:15]=[C:11]([CH2:10][N:8]([CH3:9])[C:6](=[O:7])[O:5][C:1]([CH3:4])([CH3:3])[CH3:2])[CH:12]=1. Given the reactants [C:1]([O:5][C:6]([N:8]([CH2:10][C:11]1[CH:12]=[C:13]([C:31]2[CH:36]=[CH:35][CH:34]=[CH:33][C:32]=2[F:37])[N:14]([S:16]([C:19]2[CH:30]=[CH:29][C:22]([O:23][CH2:24][C:25]([O:27]C)=O)=[CH:21][CH:20]=2)(=[O:18])=[O:17])[CH:15]=1)[CH3:9])=[O:7])([CH3:4])([CH3:3])[CH3:2].[CH3:38][NH2:39], predict the reaction product.